From a dataset of Reaction yield outcomes from USPTO patents with 853,638 reactions. Predict the reaction yield, written as a fraction of the theoretical maximum amount of product (1.0 means a 100% yield; for example, 0.34 means a 34% yield). (1) The reactants are [CH3:1][O:2][C:3]([C:5]1[S:6][C:7]([CH:27]2[CH2:32][CH2:31][C:30]([CH3:34])([CH3:33])[CH2:29][CH2:28]2)=[CH:8][C:9]=1[N:10]([C@H:20]1[CH2:25][CH2:24][C@@H:23]([OH:26])[CH2:22][CH2:21]1)[C:11]([C@H:13]1[CH2:18][CH2:17][C@H:16]([CH3:19])[CH2:15][CH2:14]1)=[O:12])=[O:4].[CH3:35][S:36](Cl)(=[O:38])=[O:37].C(N(CC)CC)C.O. The catalyst is C(Cl)Cl. The product is [CH3:1][O:2][C:3]([C:5]1[S:6][C:7]([CH:27]2[CH2:28][CH2:29][C:30]([CH3:33])([CH3:34])[CH2:31][CH2:32]2)=[CH:8][C:9]=1[N:10]([C@H:20]1[CH2:25][CH2:24][C@@H:23]([O:26][S:36]([CH3:35])(=[O:38])=[O:37])[CH2:22][CH2:21]1)[C:11]([C@H:13]1[CH2:14][CH2:15][C@H:16]([CH3:19])[CH2:17][CH2:18]1)=[O:12])=[O:4]. The yield is 0.980. (2) The reactants are [OH:1][CH2:2][CH:3]1[CH2:8][CH2:7][CH2:6][CH:5]([C:9]([O:11][CH3:12])=[O:10])[CH2:4]1.CCN(CC)CC. The catalyst is CS(C)=O. The product is [CH:2]([CH:3]1[CH2:8][CH2:7][CH2:6][CH:5]([C:9]([O:11][CH3:12])=[O:10])[CH2:4]1)=[O:1]. The yield is 0.960.